Dataset: Forward reaction prediction with 1.9M reactions from USPTO patents (1976-2016). Task: Predict the product of the given reaction. (1) Given the reactants [CH2:1]([O:3][C:4](=[O:13])[CH2:5][CH:6]=[CH:7][CH2:8][CH2:9][CH2:10][CH2:11][CH3:12])[CH3:2].ClC1C=CC=C(C(OO)=[O:22])C=1, predict the reaction product. The product is: [CH2:1]([O:3][C:4](=[O:13])[CH2:5][CH:6]1[O:22][CH:7]1[CH2:8][CH2:9][CH2:10][CH2:11][CH3:12])[CH3:2]. (2) The product is: [Cl:16][C:15]1[C:2]([Cl:1])=[CH:3][C:4]2[N:8]([CH3:20])[C:7]([CH2:9][C:10]([F:12])([F:13])[F:11])=[N:6][C:5]=2[CH:14]=1. Given the reactants [Cl:1][C:2]1[C:15]([Cl:16])=[CH:14][C:5]2[NH:6][C:7]([CH2:9][C:10]([F:13])([F:12])[F:11])=[N:8][C:4]=2[CH:3]=1.[H-].[Na+].I[CH3:20], predict the reaction product. (3) Given the reactants [S:1]1[C:5]2[CH:6]=[CH:7][CH:8]=[CH:9][C:4]=2[C:3]([N:10]2[CH2:15][CH2:14][N:13]([CH2:16][C:17]([C:19]3[CH:20]=[C:21]4[C:25](=[CH:26][CH:27]=3)[C:24]([CH3:29])([CH3:28])[C:23](=[O:30])[C:22]4([CH3:32])[CH3:31])=[O:18])[CH2:12][CH2:11]2)=[N:2]1.[BH4-].[Na+], predict the reaction product. The product is: [S:1]1[C:5]2[CH:6]=[CH:7][CH:8]=[CH:9][C:4]=2[C:3]([N:10]2[CH2:15][CH2:14][N:13]([CH2:16][CH:17]([C:19]3[CH:20]=[C:21]4[C:25](=[CH:26][CH:27]=3)[C:24]([CH3:28])([CH3:29])[CH:23]([OH:30])[C:22]4([CH3:32])[CH3:31])[OH:18])[CH2:12][CH2:11]2)=[N:2]1. (4) Given the reactants Cl.[CH2:2]([O:4][C:5](=[O:9])[CH2:6][CH2:7][NH2:8])[CH3:3].Cl[C:11]1[C:16]([N+:17]([O-:19])=[O:18])=[CH:15][CH:14]=[CH:13][C:12]=1[N+:20]([O-:22])=[O:21].C(N(CC)CC)C.O1CCCC1, predict the reaction product. The product is: [N+:17]([C:16]1[CH:15]=[CH:14][CH:13]=[C:12]([N+:20]([O-:22])=[O:21])[C:11]=1[NH:8][CH2:7][CH2:6][C:5]([O:4][CH2:2][CH3:3])=[O:9])([O-:19])=[O:18]. (5) Given the reactants [CH3:1][O:2][C:3]1[CH:4]=[C:5]([S:9](Cl)(=[O:11])=[O:10])[CH:6]=[CH:7][CH:8]=1.C(N(CC)CC)C.Cl.[CH2:21]([O:23][C:24](=[O:28])[CH2:25][CH2:26][NH2:27])[CH3:22], predict the reaction product. The product is: [CH2:21]([O:23][C:24](=[O:28])[CH2:25][CH2:26][NH:27][S:9]([C:5]1[CH:6]=[CH:7][CH:8]=[C:3]([O:2][CH3:1])[CH:4]=1)(=[O:11])=[O:10])[CH3:22]. (6) Given the reactants [CH3:1][O:2][C:3](=[O:28])[CH2:4][CH2:5][C:6]12[CH2:13][CH2:12][C:9]([C:14]3[NH:22][C:21]4[C:20](=[S:23])[NH:19][C:18](=[O:24])[N:17]([CH2:25][CH2:26][CH3:27])[C:16]=4[N:15]=3)([CH2:10][CH2:11]1)[CH2:8][CH2:7]2.[OH-].[Na+].[CH3:31]I, predict the reaction product. The product is: [CH3:1][O:2][C:3](=[O:28])[CH2:4][CH2:5][C:6]12[CH2:7][CH2:8][C:9]([C:14]3[NH:22][C:21]4[C:20]([S:23][CH3:31])=[N:19][C:18](=[O:24])[N:17]([CH2:25][CH2:26][CH3:27])[C:16]=4[N:15]=3)([CH2:10][CH2:11]1)[CH2:12][CH2:13]2. (7) Given the reactants [CH2:1]([O:8][C:9]1[CH:14]=[C:13]([N+:15]([O-])=O)[C:12]([Cl:18])=[CH:11][C:10]=1[Cl:19])[C:2]1[CH:7]=[CH:6][CH:5]=[CH:4][CH:3]=1.O, predict the reaction product. The product is: [CH2:1]([O:8][C:9]1[C:10]([Cl:19])=[CH:11][C:12]([Cl:18])=[C:13]([NH2:15])[CH:14]=1)[C:2]1[CH:3]=[CH:4][CH:5]=[CH:6][CH:7]=1. (8) The product is: [OH:4][CH:1]1[O:5][CH2:14][CH2:13][N:12]([CH2:11][C:10]2[CH:16]=[CH:17][CH:18]=[C:8]([C:7]([F:6])([F:19])[F:20])[CH:9]=2)[C:2]1=[O:3]. Given the reactants [C:1]([OH:5])(=[O:4])[CH:2]=[O:3].[F:6][C:7]([F:20])([F:19])[C:8]1[CH:9]=[C:10]([CH:16]=[CH:17][CH:18]=1)[CH2:11][NH:12][CH2:13][CH2:14]O.O, predict the reaction product. (9) Given the reactants [Br:1][C:2]1[C:3](=[O:16])[NH:4][C:5](=[O:15])[N:6]([C:8]([O:10][C:11]([CH3:14])([CH3:13])[CH3:12])=[O:9])[CH:7]=1.I[CH3:18], predict the reaction product. The product is: [Br:1][C:2]1[C:3](=[O:16])[N:4]([CH3:18])[C:5](=[O:15])[N:6]([C:8]([O:10][C:11]([CH3:12])([CH3:13])[CH3:14])=[O:9])[CH:7]=1. (10) Given the reactants [O:1]=O.CC([C:6]1[C:15]2[C:10](=[CH:11][CH:12]=[CH:13][CH:14]=2)[CH:9]=[CH:8][CH:7]=1)=O, predict the reaction product. The product is: [C:6]1([OH:1])[C:15]2[C:10](=[CH:11][CH:12]=[CH:13][CH:14]=2)[CH:9]=[CH:8][CH:7]=1.